From a dataset of Reaction yield outcomes from USPTO patents with 853,638 reactions. Predict the reaction yield, written as a fraction of the theoretical maximum amount of product (1.0 means a 100% yield; for example, 0.34 means a 34% yield). (1) The reactants are [NH:1]1[C:11]2[C:6](=[CH:7][CH:8]=[CH:9][CH:10]=2)[C:4](=[O:5])[C:2]1=[O:3].[H-].[Na+].[Cl:14][C:15]1[S:16][C:17]([CH2:20]Cl)=[CH:18][CH:19]=1. The catalyst is O1CCOCC1. The product is [Cl:14][C:15]1[S:16][C:17]([CH2:20][N:1]2[C:11]3[C:6](=[CH:7][CH:8]=[CH:9][CH:10]=3)[C:4](=[O:5])[C:2]2=[O:3])=[CH:18][CH:19]=1. The yield is 0.220. (2) The reactants are [NH2:1][C:2]1[NH:6][N:5]=[C:4]([CH3:7])[C:3]=1[C:8]1[S:9][C:10]2[CH:16]=[C:15]([S:17](Cl)(=[O:19])=[O:18])[CH:14]=[CH:13][C:11]=2[N:12]=1.[N:21]1([CH2:27][CH2:28][NH2:29])[CH2:26][CH2:25][O:24][CH2:23][CH2:22]1.CN1CCOCC1. The catalyst is CO. The product is [N:21]1([CH2:27][CH2:28][NH:29][S:17]([C:15]2[CH:14]=[CH:13][C:11]3[N:12]=[C:8]([C:3]4[C:4]([CH3:7])=[N:5][NH:6][C:2]=4[NH2:1])[S:9][C:10]=3[CH:16]=2)(=[O:19])=[O:18])[CH2:26][CH2:25][O:24][CH2:23][CH2:22]1. The yield is 0.430. (3) The reactants are C[O:2][C:3](=[O:38])[C@@H:4]([N:12]([C:35](=[O:37])[CH3:36])[CH:13]1[CH2:18][CH2:17][N:16]([CH2:19][C:20]2[CH:25]=[CH:24][CH:23]=[C:22]([O:26][C:27]3[CH:32]=[CH:31][CH:30]=[CH:29][C:28]=3[O:33][CH3:34])[CH:21]=2)[CH2:15][CH2:14]1)[CH2:5][C:6]1[CH:11]=[CH:10][CH:9]=[CH:8][CH:7]=1.[OH-].[Li+]. The catalyst is C1COCC1.O. The product is [C:35]([N:12]([CH:13]1[CH2:14][CH2:15][N:16]([CH2:19][C:20]2[CH:25]=[CH:24][CH:23]=[C:22]([O:26][C:27]3[CH:32]=[CH:31][CH:30]=[CH:29][C:28]=3[O:33][CH3:34])[CH:21]=2)[CH2:17][CH2:18]1)[C@@H:4]([CH2:5][C:6]1[CH:7]=[CH:8][CH:9]=[CH:10][CH:11]=1)[C:3]([OH:38])=[O:2])(=[O:37])[CH3:36]. The yield is 0.810. (4) The reactants are [OH:1][CH2:2][C:3]1[N:4]=[C:5]([S:8][CH2:9][CH2:10][C:11]([F:15])=[C:12]([F:14])[F:13])[O:6][CH:7]=1.C(N(CC)CC)C.[C:23](Cl)(=[O:25])[CH3:24]. The catalyst is ClCCl. The product is [C:23]([O:1][CH2:2][C:3]1[N:4]=[C:5]([S:8][CH2:9][CH2:10][C:11]([F:15])=[C:12]([F:14])[F:13])[O:6][CH:7]=1)(=[O:25])[CH3:24]. The yield is 0.765. (5) The reactants are [CH2:1]([OH:8])[C:2]1[CH:7]=[CH:6][CH:5]=[CH:4][CH:3]=1. The catalyst is C1(C)C=CC=CC=1. The product is [C:1]([O:8][CH2:1][C:2]1[CH:7]=[CH:6][CH:5]=[CH:4][CH:3]=1)(=[O:8])[C:2]1[CH:7]=[CH:6][CH:5]=[CH:4][CH:3]=1. The yield is 0.700.